From a dataset of Forward reaction prediction with 1.9M reactions from USPTO patents (1976-2016). Predict the product of the given reaction. (1) Given the reactants [CH2:1]([O:3][C:4]1[CH:5]=[C:6]([NH:13][N+:14]([O-])=O)[N:7]=[N:8][C:9]=1[O:10][CH2:11][CH3:12])[CH3:2], predict the reaction product. The product is: [CH2:1]([O:3][C:4]1[CH:5]=[C:6]([NH:13][NH2:14])[N:7]=[N:8][C:9]=1[O:10][CH2:11][CH3:12])[CH3:2]. (2) Given the reactants [CH2:1]([N:3]([CH3:23])[CH:4]([CH2:21][CH3:22])[CH:5]([C:11]1[CH:20]=[CH:19][C:14]2[N:15]=[C:16]([NH2:18])[S:17][C:13]=2[CH:12]=1)[N:6]1[CH:10]=[CH:9][N:8]=[CH:7]1)[CH3:2].[C:24](OC(=O)C)(=[O:26])[CH3:25], predict the reaction product. The product is: [CH2:1]([N:3]([CH3:23])[CH:4]([CH2:21][CH3:22])[CH:5]([C:11]1[CH:20]=[CH:19][C:14]2[N:15]=[C:16]([NH:18][C:24](=[O:26])[CH3:25])[S:17][C:13]=2[CH:12]=1)[N:6]1[CH:10]=[CH:9][N:8]=[CH:7]1)[CH3:2]. (3) Given the reactants [F:1][C:2]1([F:26])[CH2:7][CH2:6][CH:5]([N:8]2[CH2:13][CH2:12][CH:11]([N:14]3[CH2:22][C:21]4[C:16](=[C:17](I)[CH:18]=[C:19]([Cl:23])[CH:20]=4)[C:15]3=[O:25])[CH2:10][CH2:9]2)[CH2:4][CH2:3]1.[Cu][C:28]#[N:29].ClCCl.C(O)C, predict the reaction product. The product is: [Cl:23][C:19]1[CH:18]=[C:17]([C:28]#[N:29])[C:16]2[C:15](=[O:25])[N:14]([CH:11]3[CH2:12][CH2:13][N:8]([CH:5]4[CH2:6][CH2:7][C:2]([F:26])([F:1])[CH2:3][CH2:4]4)[CH2:9][CH2:10]3)[CH2:22][C:21]=2[CH:20]=1. (4) Given the reactants B.CSC.[C:5]([CH2:8][C:9]1[C:10]([Cl:18])=[C:11]([CH:15]=[CH:16][CH:17]=1)[C:12](O)=[O:13])(O)=[O:6], predict the reaction product. The product is: [Cl:18][C:10]1[C:11]([CH2:12][OH:13])=[CH:15][CH:16]=[CH:17][C:9]=1[CH2:8][CH2:5][OH:6].